Dataset: Retrosynthesis with 50K atom-mapped reactions and 10 reaction types from USPTO. Task: Predict the reactants needed to synthesize the given product. (1) Given the product OCc1noc(-c2ccccc2)c1C(F)(F)F, predict the reactants needed to synthesize it. The reactants are: O=C(O)c1noc(-c2ccccc2)c1C(F)(F)F. (2) Given the product C#CCSCCC(=O)O, predict the reactants needed to synthesize it. The reactants are: C#CCBr.O=C(O)CCS. (3) The reactants are: CSCC[C@H](CO)NC(=O)OC(C)(C)C. Given the product CSCC[C@H](C=O)NC(=O)OC(C)(C)C, predict the reactants needed to synthesize it. (4) Given the product COC(=O)N(CCO)c1ccc(OCc2nc3ccccc3s2)cc1C, predict the reactants needed to synthesize it. The reactants are: COC(=O)N(CCOC1CCCCO1)c1ccc(OCc2nc3ccccc3s2)cc1C. (5) Given the product CCc1nc2c(cnn2CC)c(NC2CCOCC2)c1CNC(=O)c1cccc(NC(=O)CCCCCCCBr)c1, predict the reactants needed to synthesize it. The reactants are: CCc1nc2c(cnn2CC)c(NC2CCOCC2)c1CNC(=O)c1cccc(N)c1.O=C(Cl)CCCCCCCBr.